Dataset: Catalyst prediction with 721,799 reactions and 888 catalyst types from USPTO. Task: Predict which catalyst facilitates the given reaction. (1) Product: [Cl:29][Si:28]([Cl:31])([Cl:30])[C:7]1[C:20]2[C:21]3=[C:22]4[C:17](=[CH:18][CH:19]=2)[CH:16]=[CH:15][CH:14]=[C:13]4[CH:12]=[CH:11][C:10]3=[CH:9][CH:8]=1. The catalyst class is: 116. Reactant: [Li]CCCC.Br[C:7]1[C:20]2[C:21]3=[C:22]4[C:17](=[CH:18][CH:19]=2)[CH:16]=[CH:15][CH:14]=[C:13]4[CH:12]=[CH:11][C:10]3=[CH:9][CH:8]=1.C1COCC1.[Si:28](Cl)([Cl:31])([Cl:30])[Cl:29]. (2) Reactant: CON(C)[C:4]([CH:6]1[CH2:9][CH:8]([CH2:10][C:11]([CH3:14])([CH3:13])[CH3:12])[CH2:7]1)=[O:5].[H-].C([Al+]CC(C)C)C(C)C.S(=O)(=O)(O)O. Product: [CH3:12][C:11]([CH3:14])([CH3:13])[CH2:10][CH:8]1[CH2:7][CH:6]([CH:4]=[O:5])[CH2:9]1. The catalyst class is: 11.